Dataset: Forward reaction prediction with 1.9M reactions from USPTO patents (1976-2016). Task: Predict the product of the given reaction. (1) Given the reactants O1C2(CCC(C3C4C(=CC=CC=4)NC=3)CC2)OCC1.[O:20]1[C:24]2([CH2:29][CH2:28][C:27]([C:30]3[C:38]4[C:33](=[CH:34][CH:35]=[C:36]([O:39][CH3:40])[CH:37]=4)[NH:32][CH:31]=3)=[CH:26][CH2:25]2)[O:23][CH2:22][CH2:21]1, predict the reaction product. The product is: [O:23]1[C:24]2([CH2:25][CH2:26][CH:27]([C:30]3[C:38]4[C:33](=[CH:34][CH:35]=[C:36]([O:39][CH3:40])[CH:37]=4)[NH:32][CH:31]=3)[CH2:28][CH2:29]2)[O:20][CH2:21][CH2:22]1. (2) Given the reactants [F:1][C:2]1[CH:7]=[CH:6][C:5]([C:8]2[C:14]3[CH:15]=[CH:16][CH:17]=[CH:18][C:13]=3[NH:12][C:11](=O)[CH:10]([C:20]3[CH:25]=[CH:24][CH:23]=[CH:22][CH:21]=3)[N:9]=2)=[CH:4][CH:3]=1.[NH:26]1[CH2:29][CH2:28][CH2:27]1, predict the reaction product. The product is: [N:26]1([C:11]2[CH:10]([C:20]3[CH:25]=[CH:24][CH:23]=[CH:22][CH:21]=3)[N:9]=[C:8]([C:5]3[CH:6]=[CH:7][C:2]([F:1])=[CH:3][CH:4]=3)[C:14]3[CH:15]=[CH:16][CH:17]=[CH:18][C:13]=3[N:12]=2)[CH2:29][CH2:28][CH2:27]1. (3) The product is: [CH3:1][C:2]1([CH3:28])[CH2:3][CH:4]([CH:6]([NH:16][C:17]2[CH:18]=[N:19][C:20]3[C:25]([CH:26]=2)=[CH:24][C:23]([F:27])=[CH:22][CH:21]=3)[C:7]2[CH:15]=[CH:14][C:10]([C:11]([NH:36][CH2:35][CH2:34][C:33]([O:32][CH2:30][CH3:31])=[O:37])=[O:12])=[CH:9][CH:8]=2)[CH2:5]1. Given the reactants [CH3:1][C:2]1([CH3:28])[CH2:5][CH:4]([CH:6]([NH:16][C:17]2[CH:18]=[N:19][C:20]3[C:25]([CH:26]=2)=[CH:24][C:23]([F:27])=[CH:22][CH:21]=3)[C:7]2[CH:15]=[CH:14][C:10]([C:11](O)=[O:12])=[CH:9][CH:8]=2)[CH2:3]1.Cl.[CH2:30]([O:32][C:33](=[O:37])[CH2:34][CH2:35][NH2:36])[CH3:31].ON1C2N=CC=CC=2N=N1.Cl.C(N=C=NCCCN(C)C)C.C(N(CC)CC)C, predict the reaction product. (4) Given the reactants Br[C:2]1[N:7]=[C:6]2[C:8]3([CH2:33][CH2:32][O:31][CH2:30][CH2:29]3)[CH2:9][N:10]([C:11]3[C:20]4[C:15](=[CH:16][C:17]([F:21])=[CH:18][CH:19]=4)[N:14]=[C:13]([C:22]4[CH:27]=[CH:26][CH:25]=[CH:24][N:23]=4)[C:12]=3[CH3:28])[C:5]2=[CH:4][C:3]=1[N:34]1[CH2:39][CH2:38][O:37][CH2:36][CH2:35]1.[F-].[Cs+].[CH2:42]([Sn](CCCC)(CCCC)C=C)[CH2:43]CC, predict the reaction product. The product is: [CH:42]([C:2]1[N:7]=[C:6]2[C:8]3([CH2:29][CH2:30][O:31][CH2:32][CH2:33]3)[CH2:9][N:10]([C:11]3[C:20]4[C:15](=[CH:16][C:17]([F:21])=[CH:18][CH:19]=4)[N:14]=[C:13]([C:22]4[CH:27]=[CH:26][CH:25]=[CH:24][N:23]=4)[C:12]=3[CH3:28])[C:5]2=[CH:4][C:3]=1[N:34]1[CH2:39][CH2:38][O:37][CH2:36][CH2:35]1)=[CH2:43]. (5) The product is: [Cl:1][C:2]1[CH:7]=[C:6]([O:8][CH3:9])[CH:5]=[CH:4][C:3]=1[CH:10]([CH3:25])[C:11]([C:13]1[CH:14]=[CH:15][C:16]2[O:21][CH2:20][C:19](=[O:22])[N:18]([CH3:23])[C:17]=2[CH:24]=1)([OH:12])[C:27]([F:29])([F:28])[F:26]. Given the reactants [Cl:1][C:2]1[CH:7]=[C:6]([O:8][CH3:9])[CH:5]=[CH:4][C:3]=1[CH:10]([CH3:25])[C:11]([C:13]1[CH:14]=[CH:15][C:16]2[O:21][CH2:20][C:19](=[O:22])[N:18]([CH3:23])[C:17]=2[CH:24]=1)=[O:12].[F:26][C:27]([Si](C)(C)C)([F:29])[F:28].[F-].C[N+](C)(C)C.[F-].C([N+](CCCC)(CCCC)CCCC)CCC, predict the reaction product.